From a dataset of Reaction yield outcomes from USPTO patents with 853,638 reactions. Predict the reaction yield, written as a fraction of the theoretical maximum amount of product (1.0 means a 100% yield; for example, 0.34 means a 34% yield). (1) The reactants are [CH3:1][C:2]1([CH3:16])[C:11]2[C:6](=[CH:7][C:8]([NH:12]C(=O)C)=[CH:9][CH:10]=2)[O:5][CH2:4][CH2:3]1.[OH-].[Na+]. The catalyst is Cl. The product is [CH3:1][C:2]1([CH3:16])[C:11]2[C:6](=[CH:7][C:8]([NH2:12])=[CH:9][CH:10]=2)[O:5][CH2:4][CH2:3]1. The yield is 0.920. (2) The reactants are O.Cl.[NH:3]1[CH2:8][CH2:7][CH2:6][CH2:5][C:4]1=O.[C:10](Cl)([O:12][CH2:13][CH:14]1[C:26]2[C:21](=[CH:22][CH:23]=[CH:24][CH:25]=2)[C:20]2[C:15]1=[CH:16][CH:17]=[CH:18][CH:19]=2)=[O:11].C(=O)([O-])[O-:29].[Na+].[Na+].O1CCOCC1. The catalyst is CCOC(C)=O.O. The product is [O:29]=[C:6]1[CH2:7][CH2:8][N:3]([C:10]([O:12][CH2:13][CH:14]2[C:26]3[CH:25]=[CH:24][CH:23]=[CH:22][C:21]=3[C:20]3[C:15]2=[CH:16][CH:17]=[CH:18][CH:19]=3)=[O:11])[CH2:4][CH2:5]1. The yield is 0.950. (3) The reactants are [F:1][C:2]1[CH:9]=[CH:8][C:5]([C:6]#[N:7])=[C:4]([S:10][CH3:11])[CH:3]=1.S(C)C.CO.Cl. The catalyst is O1CCCC1.C(OCC)(=O)C.O. The product is [F:1][C:2]1[CH:9]=[CH:8][C:5]([CH2:6][NH2:7])=[C:4]([S:10][CH3:11])[CH:3]=1. The yield is 0.760. (4) The catalyst is C1(C)C=CC=CC=1. The yield is 0.290. The reactants are [NH2:1][C:2]1[CH:7]=[C:6]([O:8][CH3:9])[CH:5]=[CH:4][C:3]=1[C:10]([C:12]1[CH:17]=[CH:16][CH:15]=[CH:14][CH:13]=1)=O.[C:18]([CH2:20][C:21](OCC)=[O:22])#[N:19].N1CCCCC1. The product is [CH3:9][O:8][C:6]1[CH:7]=[C:2]2[C:3]([C:10]([C:12]3[CH:17]=[CH:16][CH:15]=[CH:14][CH:13]=3)=[C:20]([C:18]#[N:19])[C:21](=[O:22])[NH:1]2)=[CH:4][CH:5]=1.